Dataset: Reaction yield outcomes from USPTO patents with 853,638 reactions. Task: Predict the reaction yield, written as a fraction of the theoretical maximum amount of product (1.0 means a 100% yield; for example, 0.34 means a 34% yield). (1) The reactants are [CH3:1][CH:2]([O:4][C:5](=[O:22])[NH:6][C@H:7]1[C:16]2[C:11](=[CH:12][CH:13]=[C:14](Br)[CH:15]=2)[N:10]([C:18](=[O:20])[CH3:19])[C@@H:9]([CH3:21])[CH2:8]1)[CH3:3].[CH:23]([C:25]1[CH:30]=[CH:29][C:28](B(O)O)=[CH:27][CH:26]=1)=[O:24].C([O-])([O-])=O.[K+].[K+]. The catalyst is C(O)C.C1(C)C=CC=CC=1.C1C=CC([P]([Pd]([P](C2C=CC=CC=2)(C2C=CC=CC=2)C2C=CC=CC=2)([P](C2C=CC=CC=2)(C2C=CC=CC=2)C2C=CC=CC=2)[P](C2C=CC=CC=2)(C2C=CC=CC=2)C2C=CC=CC=2)(C2C=CC=CC=2)C2C=CC=CC=2)=CC=1. The product is [CH3:1][CH:2]([O:4][C:5](=[O:22])[NH:6][C@H:7]1[C:16]2[C:11](=[CH:12][CH:13]=[C:14]([C:28]3[CH:29]=[CH:30][C:25]([CH:23]=[O:24])=[CH:26][CH:27]=3)[CH:15]=2)[N:10]([C:18](=[O:20])[CH3:19])[C@@H:9]([CH3:21])[CH2:8]1)[CH3:3]. The yield is 0.960. (2) The reactants are [CH3:1][O:2][C:3](=[O:16])[C@@H:4]([N:6]1[CH:10]=[CH:9][C:8]([C:11](=[O:15])[CH:12]([CH3:14])[CH3:13])=[CH:7]1)[CH3:5].[CH3:17][C:18]1[O:22][C:21]([C:23]2[CH:28]=[CH:27][CH:26]=[CH:25][CH:24]=2)=[N:20][C:19]=1[CH2:29][CH2:30][OH:31]. No catalyst specified. The product is [CH3:1][O:2][C:3](=[O:16])[C@@H:4]([N:6]1[CH:10]=[CH:9][C:8]([C:11](=[O:15])[CH:12]([CH3:13])[CH3:14])=[CH:7]1)[CH2:5][C:23]1[CH:28]=[CH:27][C:26]([O:31][CH2:30][CH2:29][C:19]2[N:20]=[C:21]([C:23]3[CH:28]=[CH:27][CH:26]=[CH:25][CH:24]=3)[O:22][C:18]=2[CH3:17])=[CH:25][CH:24]=1. The yield is 0.250.